Dataset: Forward reaction prediction with 1.9M reactions from USPTO patents (1976-2016). Task: Predict the product of the given reaction. (1) Given the reactants [CH3:1][O:2][C:3]1[CH:18]=[CH:17][C:6]([CH2:7][N:8]2[CH:12]=[C:11]([C:13](O)=[O:14])[C:10]([Br:16])=[N:9]2)=[CH:5][CH:4]=1.C(Cl)(=O)C([Cl:22])=O, predict the reaction product. The product is: [Br:16][C:10]1[C:11]([C:13]([Cl:22])=[O:14])=[CH:12][N:8]([CH2:7][C:6]2[CH:17]=[CH:18][C:3]([O:2][CH3:1])=[CH:4][CH:5]=2)[N:9]=1. (2) Given the reactants Cl.O1CCOCC1.[F:8][C:9]1[C:14]([O:15][CH3:16])=[CH:13][C:12]([O:17][CH3:18])=[C:11]([F:19])[C:10]=1[N:20]1[C:29](=[O:30])[C:28]2([CH2:32][CH2:31]2)[C:27]2[C:22](=[CH:23][N:24]=[C:25]([C:33]3[N:37](COCC[Si](C)(C)C)[N:36]=[CH:35][C:34]=3[N+:46]([O-:48])=[O:47])[CH:26]=2)[CH2:21]1.C([O-])(O)=O.[Na+], predict the reaction product. The product is: [F:19][C:11]1[C:12]([O:17][CH3:18])=[CH:13][C:14]([O:15][CH3:16])=[C:9]([F:8])[C:10]=1[N:20]1[C:29](=[O:30])[C:28]2([CH2:31][CH2:32]2)[C:27]2[C:22](=[CH:23][N:24]=[C:25]([C:33]3[NH:37][N:36]=[CH:35][C:34]=3[N+:46]([O-:48])=[O:47])[CH:26]=2)[CH2:21]1.